The task is: Predict the product of the given reaction.. This data is from Forward reaction prediction with 1.9M reactions from USPTO patents (1976-2016). Given the reactants [CH2:1]([C:3]1[CH:7]=[C:6]([CH2:8][NH:9]C(=O)OC(C)(C)C)[O:5][N:4]=1)[CH3:2].[ClH:17], predict the reaction product. The product is: [ClH:17].[CH2:1]([C:3]1[CH:7]=[C:6]([CH2:8][NH2:9])[O:5][N:4]=1)[CH3:2].